From a dataset of TCR-epitope binding with 47,182 pairs between 192 epitopes and 23,139 TCRs. Binary Classification. Given a T-cell receptor sequence (or CDR3 region) and an epitope sequence, predict whether binding occurs between them. (1) The epitope is ATVVIGTSK. The TCR CDR3 sequence is CASSYGSYEQYF. Result: 0 (the TCR does not bind to the epitope). (2) The epitope is GILGFVFTL. The TCR CDR3 sequence is CASSEGEAVYNSPLHF. Result: 1 (the TCR binds to the epitope).